Dataset: Forward reaction prediction with 1.9M reactions from USPTO patents (1976-2016). Task: Predict the product of the given reaction. (1) Given the reactants [C:1]([O:5][C:6]([NH:8][C@@H:9]([C:12]([OH:14])=[O:13])[CH2:10][OH:11])=[O:7])([CH3:4])([CH3:3])[CH3:2].C([O-])(C)(C)C.[K+].[F:21][C:22]1[CH:29]=[CH:28][C:25]([CH2:26]Cl)=[CH:24][CH:23]=1.O, predict the reaction product. The product is: [C:1]([O:5][C:6]([NH:8][C@H:9]([CH2:10][O:11][CH2:26][C:25]1[CH:28]=[CH:29][C:22]([F:21])=[CH:23][CH:24]=1)[C:12]([OH:14])=[O:13])=[O:7])([CH3:4])([CH3:2])[CH3:3]. (2) Given the reactants I[C:2]1[CH:8]=[C:7]([C:9]([F:12])([F:11])[F:10])[C:6]([O:13][CH2:14][CH2:15][O:16][CH3:17])=[CH:5][C:3]=1[NH2:4].[CH3:18][O:19][C:20]1[C:25]([O:26][CH3:27])=[CH:24][CH:23]=[CH:22][C:21]=1B(O)O.C(=O)([O-])[O-].[K+].[K+].P([O-])(O)(O)=O.[K+], predict the reaction product. The product is: [CH3:18][O:19][C:20]1[C:25]([O:26][CH3:27])=[CH:24][CH:23]=[CH:22][C:21]=1[C:2]1[C:3]([NH2:4])=[CH:5][C:6]([O:13][CH2:14][CH2:15][O:16][CH3:17])=[C:7]([C:9]([F:12])([F:11])[F:10])[CH:8]=1. (3) Given the reactants [Na:1].COC1OCC([CH2:10][O:11][C:12]2[CH:17]=[CH:16][N:15]=[C:14]([CH2:18][S:19]([C:21]3[NH:25][C:24]4[CH:26]=[CH:27][CH:28]=[CH:29][C:23]=4[N:22]=3)=[O:20])[C:13]=2[CH3:30])CO1.[CH3:31][C:32]1([CH2:40]CO)[O:37][CH2:36][C:35]([CH3:39])([CH3:38])[CH2:34][O:33]1, predict the reaction product. The product is: [Na:1].[CH3:30][C:13]1[C:14]([CH2:18][S:19]([C:21]2[NH:22][C:23]3[CH:29]=[CH:28][CH:27]=[CH:26][C:24]=3[N:25]=2)=[O:20])=[N:15][CH:16]=[CH:17][C:12]=1[O:11][CH2:10][CH2:31][C:32]1([CH3:40])[O:37][CH2:36][C:35]([CH3:39])([CH3:38])[CH2:34][O:33]1. (4) Given the reactants Cl[C:2]1[C:7]([Br:8])=[N:6][CH:5]=[C:4]([NH2:9])[N:3]=1.[NH3:10], predict the reaction product. The product is: [NH2:10][C:2]1[C:7]([Br:8])=[N:6][CH:5]=[C:4]([NH2:9])[N:3]=1. (5) Given the reactants [C:1]1([C:7]2[C:8]([C:17]3[CH:24]=[CH:23][C:20]([CH:21]=O)=[CH:19][CH:18]=3)=[N:9][C:10]3[C:15]([CH:16]=2)=[CH:14][CH:13]=[CH:12][N:11]=3)[CH:6]=[CH:5][CH:4]=[CH:3][CH:2]=1.[NH:25]1[CH2:30][CH2:29][CH:28]([N:31]2[C:35]3[CH:36]=[CH:37][CH:38]=[CH:39][C:34]=3[NH:33][C:32]2=[O:40])[CH2:27][CH2:26]1.CC(O)=O.[BH-](OC(C)=O)(OC(C)=O)OC(C)=O.[Na+], predict the reaction product. The product is: [C:1]1([C:7]2[C:8]([C:17]3[CH:18]=[CH:19][C:20]([CH2:21][N:25]4[CH2:26][CH2:27][CH:28]([N:31]5[C:35]6[CH:36]=[CH:37][CH:38]=[CH:39][C:34]=6[NH:33][C:32]5=[O:40])[CH2:29][CH2:30]4)=[CH:23][CH:24]=3)=[N:9][C:10]3[C:15]([CH:16]=2)=[CH:14][CH:13]=[CH:12][N:11]=3)[CH:6]=[CH:5][CH:4]=[CH:3][CH:2]=1. (6) Given the reactants [F-].C([N+](CCCC)(CCCC)CCCC)CCC.[Si]([O:26][CH2:27][C@H:28]([O:30][CH2:31][C@H:32]([O:44][C:45]1[N:50]=[CH:49][N:48]=[C:47]2[N:51]([C:54]3[C:59]([Cl:60])=[CH:58][CH:57]=[CH:56][N:55]=3)[N:52]=[CH:53][C:46]=12)[C:33]([NH:35][C:36]1[CH:41]=[CH:40][C:39]([C:42]#[N:43])=[CH:38][N:37]=1)=[O:34])[CH3:29])(C(C)(C)C)(C)C, predict the reaction product. The product is: [Cl:60][C:59]1[C:54]([N:51]2[C:47]3=[N:48][CH:49]=[N:50][C:45]([O:44][C@@H:32]([CH2:31][O:30][C@H:28]([CH3:29])[CH2:27][OH:26])[C:33]([NH:35][C:36]4[CH:41]=[CH:40][C:39]([C:42]#[N:43])=[CH:38][N:37]=4)=[O:34])=[C:46]3[CH:53]=[N:52]2)=[N:55][CH:56]=[CH:57][CH:58]=1. (7) The product is: [CH3:12][Si:11]([CH3:14])([CH3:13])[CH2:10][CH2:9][O:8][CH2:7][N:5]1[CH:6]=[C:2]([C:27]#[C:26][Si:22]([CH3:25])([CH3:24])[CH3:23])[CH:3]=[N:4]1. Given the reactants I[C:2]1[CH:3]=[N:4][N:5]([CH2:7][O:8][CH2:9][CH2:10][Si:11]([CH3:14])([CH3:13])[CH3:12])[CH:6]=1.C(N(CC)CC)C.[Si:22]([C:26]#[CH:27])([CH3:25])([CH3:24])[CH3:23].O1CCCC1, predict the reaction product. (8) Given the reactants [F:1][C:2]1[CH:7]=[CH:6][C:5]([OH:8])=[CH:4][CH:3]=1.[CH3:9][C:10]1[C:15]([N+:16]([O-:18])=[O:17])=[CH:14][CH:13]=[CH:12][C:11]=1[NH:19][C:20]([C:22]1([CH3:25])[CH2:24][O:23]1)=[O:21], predict the reaction product. The product is: [F:1][C:2]1[CH:7]=[CH:6][C:5]([O:8][CH2:25][C:22]([OH:23])([CH3:24])[C:20]([NH:19][C:11]2[CH:12]=[CH:13][CH:14]=[C:15]([N+:16]([O-:18])=[O:17])[C:10]=2[CH3:9])=[O:21])=[CH:4][CH:3]=1. (9) Given the reactants Br[C:2]1[CH:3]=[C:4]([C:16]2[CH:21]=[CH:20][CH:19]=[CH:18][CH:17]=2)[C:5]2[O:10]C[N:8]([C:11]([CH3:14])([CH3:13])[CH3:12])[CH2:7][C:6]=2[CH:15]=1.[N:22]1[CH:27]=[CH:26][CH:25]=[C:24](B(O)O)[CH:23]=1.C(=O)([O-])[O-].[K+].[K+], predict the reaction product. The product is: [C:11]([NH:8][CH2:7][C:6]1[CH:15]=[C:2]([C:24]2[CH:23]=[N:22][CH:27]=[CH:26][CH:25]=2)[CH:3]=[C:4]([C:16]2[CH:21]=[CH:20][CH:19]=[CH:18][CH:17]=2)[C:5]=1[OH:10])([CH3:12])([CH3:14])[CH3:13]. (10) The product is: [C@H:1]1([C:15]([OH:17])=[O:16])[CH2:4][C@@H:3]([C:5]([OH:7])=[O:6])[CH2:2]1. Given the reactants [C@H:1]1([C:15]([O:17]CC2C=CC=CC=2)=[O:16])[CH2:4][C@@H:3]([C:5]([O:7]CC2C=CC=CC=2)=[O:6])[CH2:2]1, predict the reaction product.